Dataset: Full USPTO retrosynthesis dataset with 1.9M reactions from patents (1976-2016). Task: Predict the reactants needed to synthesize the given product. (1) Given the product [OH:1][CH:2]1[CH2:3][CH2:4][CH:5]([C:8]([O:10][CH2:11][C:12]2[CH:23]=[CH:24][C:17]([O:16][CH3:15])=[CH:18][CH:19]=2)=[O:9])[CH2:6][CH2:7]1, predict the reactants needed to synthesize it. The reactants are: [OH:1][CH:2]1[CH2:7][CH2:6][CH:5]([C:8]([O:10][CH2:11][CH3:12])=[O:9])[CH2:4][CH2:3]1.[OH-].[K+].[CH3:15][O:16][C:17]1[CH:24]=[CH:23]C(CCl)=[CH:19][CH:18]=1. (2) Given the product [C:21]([C:24]1[NH:25][N:26]=[C:27]([C:29]([NH:1][C@@H:2]([CH3:20])[CH2:3][N:4]2[CH:8]=[CH:7][C:6]([C:9]3[CH:16]=[CH:15][C:12]([C:13]#[N:14])=[C:11]([N+:17]([O-:19])=[O:18])[CH:10]=3)=[N:5]2)=[O:30])[CH:28]=1)(=[O:23])[CH3:22], predict the reactants needed to synthesize it. The reactants are: [NH2:1][C@@H:2]([CH3:20])[CH2:3][N:4]1[CH:8]=[CH:7][C:6]([C:9]2[CH:16]=[CH:15][C:12]([C:13]#[N:14])=[C:11]([N+:17]([O-:19])=[O:18])[CH:10]=2)=[N:5]1.[C:21]([C:24]1[CH:28]=[C:27]([C:29](O)=[O:30])[NH:26][N:25]=1)(=[O:23])[CH3:22]. (3) Given the product [Cl:10][C:11]1[CH:16]=[C:15]([N+:17]([O-:19])=[O:18])[CH:14]=[CH:13][C:12]=1[NH:3][C:4]1[CH:9]=[CH:8][CH:7]=[CH:6][CH:5]=1, predict the reactants needed to synthesize it. The reactants are: [H-].[Na+].[NH2:3][C:4]1[CH:9]=[CH:8][CH:7]=[CH:6][CH:5]=1.[Cl:10][C:11]1[CH:16]=[C:15]([N+:17]([O-:19])=[O:18])[CH:14]=[CH:13][C:12]=1F.Cl. (4) Given the product [CH:16]1([CH2:15][C@H:11]([CH2:10][N:9]([CH:21]=[O:22])[OH:8])[C:12]([NH:55][C@H:50]([C:49]([N:46]2[CH2:47][CH2:48][CH:43]([NH:33][CH2:34][C:35]3[CH:40]=[CH:39][C:38]([F:41])=[CH:37][C:36]=3[F:42])[CH2:44][CH2:45]2)=[O:56])[C:51]([CH3:54])([CH3:53])[CH3:52])=[O:14])[CH2:17][CH2:18][CH2:19][CH2:20]1, predict the reactants needed to synthesize it. The reactants are: C([O:8][N:9]([CH:21]=[O:22])[CH2:10][C@@H:11]([CH2:15][CH:16]1[CH2:20][CH2:19][CH2:18][CH2:17]1)[C:12]([OH:14])=O)C1C=CC=CC=1.Cl.C(OC(=O)[N:33]([CH:43]1[CH2:48][CH2:47][N:46]([C:49](=[O:56])[C@@H:50]([NH2:55])[C:51]([CH3:54])([CH3:53])[CH3:52])[CH2:45][CH2:44]1)[CH2:34][C:35]1[CH:40]=[CH:39][C:38]([F:41])=[CH:37][C:36]=1[F:42])C1C=CC=CC=1. (5) Given the product [CH2:16]([C:18]1[S:22][C:21]([CH2:23][N:24]([C:25]2[CH:26]=[CH:27][C:28]([CH:31]([CH3:32])[CH3:33])=[CH:29][CH:30]=2)[C:13]([CH:10]2[C:11]3[C:6](=[CH:5][CH:4]=[C:3]([O:2][CH3:1])[CH:12]=3)[CH2:7][CH2:8][CH2:9]2)=[O:15])=[CH:20][CH:19]=1)[CH3:17], predict the reactants needed to synthesize it. The reactants are: [CH3:1][O:2][C:3]1[CH:12]=[C:11]2[C:6]([CH2:7][CH2:8][CH2:9][CH:10]2[C:13]([OH:15])=O)=[CH:5][CH:4]=1.[CH2:16]([C:18]1[S:22][C:21]([CH2:23][NH:24][C:25]2[CH:30]=[CH:29][C:28]([CH:31]([CH3:33])[CH3:32])=[CH:27][CH:26]=2)=[CH:20][CH:19]=1)[CH3:17]. (6) The reactants are: C([O-])([O-])=O.[K+].[K+].[CH3:7][C@@H:8]1[CH2:13][NH:12][CH2:11][CH2:10][NH:9]1.[Cl:14][C:15]1[N:16]=[N:17][C:18](Cl)=[C:19]([CH3:22])[C:20]=1[CH3:21]. Given the product [Cl:14][C:15]1[N:16]=[N:17][C:18]([N:12]2[CH2:11][CH2:10][NH:9][C@H:8]([CH3:7])[CH2:13]2)=[C:19]([CH3:22])[C:20]=1[CH3:21], predict the reactants needed to synthesize it. (7) Given the product [C:1]1([S:7]([C:10]2[C@@H:11]([O:35][CH3:36])[C@@H:12]([O:27][Si:28]([C:31]([CH3:33])([CH3:32])[CH3:34])([CH3:29])[CH3:30])[C@H:13]([CH3:26])[C@H:14]([O:18][Si:19]([C:22]([CH3:24])([CH3:25])[CH3:23])([CH3:21])[CH3:20])[C@@H:15]([CH3:17])[CH:16]=2)(=[O:8])=[O:9])[CH:2]=[CH:3][CH:4]=[CH:5][CH:6]=1, predict the reactants needed to synthesize it. The reactants are: [C:1]1([S:7]([C:10]2[C@@H:11]([OH:35])[C@@H:12]([O:27][Si:28]([C:31]([CH3:34])([CH3:33])[CH3:32])([CH3:30])[CH3:29])[C@H:13]([CH3:26])[C@H:14]([O:18][Si:19]([C:22]([CH3:25])([CH3:24])[CH3:23])([CH3:21])[CH3:20])[C@@H:15]([CH3:17])[CH:16]=2)(=[O:9])=[O:8])[CH:6]=[CH:5][CH:4]=[CH:3][CH:2]=1.[CH3:36]I.[OH-].[K+].O. (8) Given the product [Cl:8][C:6]1[CH:7]=[C:2]([C:25]2[CH:26]=[N:27][CH:28]=[CH:29][CH:30]=2)[N:3]=[C:4]([NH:9][C@H:10]([C:12]2[CH:17]=[CH:16][C:15]([F:18])=[CH:14][CH:13]=2)[CH3:11])[N:5]=1, predict the reactants needed to synthesize it. The reactants are: Cl[C:2]1[CH:7]=[C:6]([Cl:8])[N:5]=[C:4]([NH:9][C@H:10]([C:12]2[CH:17]=[CH:16][C:15]([F:18])=[CH:14][CH:13]=2)[CH3:11])[N:3]=1.O1CCCOB1[C:25]1[CH:26]=[N:27][CH:28]=[CH:29][CH:30]=1.C(=O)([O-])[O-].[Na+].[Na+].C1(C)C=CC=CC=1. (9) The reactants are: [CH:1]1([CH2:4][O:5][C:6]2[N:11]=[C:10]([C:12]([OH:14])=O)[CH:9]=[CH:8][C:7]=2[N:15]2[CH2:18][C:17]([F:20])([F:19])[CH2:16]2)[CH2:3][CH2:2]1.[CH:21]1([NH:24][CH:25]2[CH2:30][CH2:29][N:28]([C:31](=[O:33])[CH3:32])[CH2:27][CH2:26]2)[CH2:23][CH2:22]1. Given the product [C:31]([N:28]1[CH2:27][CH2:26][CH:25]([N:24]([CH:21]2[CH2:23][CH2:22]2)[C:12]([C:10]2[CH:9]=[CH:8][C:7]([N:15]3[CH2:18][C:17]([F:20])([F:19])[CH2:16]3)=[C:6]([O:5][CH2:4][CH:1]3[CH2:2][CH2:3]3)[N:11]=2)=[O:14])[CH2:30][CH2:29]1)(=[O:33])[CH3:32], predict the reactants needed to synthesize it. (10) The reactants are: [OH-].[Na+].[CH2:3]([C:18]([OH:20])=[O:19])[CH2:4][CH2:5][CH2:6][CH2:7][CH2:8][CH2:9][CH2:10][CH2:11][CH2:12][CH2:13][CH2:14][C:15]([OH:17])=[O:16].[N+]([O-])([O-])=O.[Ag+:25].[Ag]. Given the product [CH2:3]([C:18]([O-:20])=[O:19])[CH2:4][CH2:5][CH2:6][CH2:7][CH2:8][CH2:9][CH2:10][CH2:11][CH2:12][CH2:13][CH2:14][C:15]([O-:17])=[O:16].[Ag+2:25], predict the reactants needed to synthesize it.